This data is from Peptide-MHC class II binding affinity with 134,281 pairs from IEDB. The task is: Regression. Given a peptide amino acid sequence and an MHC pseudo amino acid sequence, predict their binding affinity value. This is MHC class II binding data. (1) The peptide sequence is TNDNNLYKLHGGHVS. The MHC is DRB5_0101 with pseudo-sequence DRB5_0101. The binding affinity (normalized) is 0.587. (2) The peptide sequence is GELQIVDKIDAAFKQ. The MHC is DRB1_1501 with pseudo-sequence DRB1_1501. The binding affinity (normalized) is 0.392.